Task: Predict the product of the given reaction.. Dataset: Forward reaction prediction with 1.9M reactions from USPTO patents (1976-2016) (1) Given the reactants [C:1]([O:5][C:6]([N:8]1[CH2:13][CH2:12][C:11](=O)[CH:10]([F:15])[CH2:9]1)=[O:7])([CH3:4])([CH3:3])[CH3:2].[Na].[C:17]([O-:20])([O-])=O.[Na+].[Na+], predict the reaction product. The product is: [NH3:8].[C:1]([O:5][C:6]([N:8]1[CH2:13][CH2:12][CH:11]([N:8]2[CH2:6][CH2:17][O:20][CH2:10][CH2:9]2)[CH:10]([F:15])[CH2:9]1)=[O:7])([CH3:4])([CH3:3])[CH3:2]. (2) Given the reactants [F:1][C:2]1[CH:3]=[C:4]([C@@H:9]2[CH2:13][NH:12][CH2:11][C@H:10]2[NH:14][C:15](=[O:21])[O:16][C:17]([CH3:20])([CH3:19])[CH3:18])[CH:5]=[CH:6][C:7]=1[F:8].I[C:23]1[CH:24]=[N:25][N:26]([CH2:28][C:29]2[CH:34]=[CH:33][C:32]([O:35][CH3:36])=[CH:31][CH:30]=2)[CH:27]=1.C([O-])([O-])=O.[K+].[K+].N1CCC[C@H]1C(O)=O, predict the reaction product. The product is: [F:1][C:2]1[CH:3]=[C:4]([C@@H:9]2[CH2:13][N:12]([C:23]3[CH:24]=[N:25][N:26]([CH2:28][C:29]4[CH:34]=[CH:33][C:32]([O:35][CH3:36])=[CH:31][CH:30]=4)[CH:27]=3)[CH2:11][C@H:10]2[NH:14][C:15](=[O:21])[O:16][C:17]([CH3:18])([CH3:20])[CH3:19])[CH:5]=[CH:6][C:7]=1[F:8]. (3) Given the reactants [F:1][C:2]1[CH:11]=[CH:10][CH:9]=[C:8]2[C:3]=1[C:4](=[O:17])[C:5]([C:12]([O:14]CC)=[O:13])=[CH:6][NH:7]2.C(=O)([O-])[O-].[K+].[K+].[I-].[K+].Br[CH2:27][C:28]1[CH:37]=[CH:36][C:35]2[C:30](=[CH:31][CH:32]=[C:33]([F:38])[CH:34]=2)[CH:29]=1.[OH-].[Li+].Cl, predict the reaction product. The product is: [F:1][C:2]1[CH:11]=[CH:10][CH:9]=[C:8]2[C:3]=1[C:4](=[O:17])[C:5]([C:12]([OH:14])=[O:13])=[CH:6][N:7]2[CH2:27][C:28]1[CH:37]=[CH:36][C:35]2[C:30](=[CH:31][CH:32]=[C:33]([F:38])[CH:34]=2)[CH:29]=1. (4) Given the reactants [Cl:1][C:2]1[C:7]([O:8][CH3:9])=[CH:6][C:5]([O:10][CH3:11])=[CH:4][C:3]=1[C:12]1[C:23](=[O:24])[NH:22][C:15]2[N:16]=[C:17]([S:20][CH3:21])[N:18]=[CH:19][C:14]=2[CH:13]=1.C([O-])([O-])=O.[K+].[K+].CS(O[CH2:36][CH2:37][N:38]1[CH2:43][CH2:42][N:41]([C:44]([O:46][C:47]([CH3:50])([CH3:49])[CH3:48])=[O:45])[CH2:40][CH2:39]1)(=O)=O.O, predict the reaction product. The product is: [Cl:1][C:2]1[C:7]([O:8][CH3:9])=[CH:6][C:5]([O:10][CH3:11])=[CH:4][C:3]=1[C:12]1[C:23](=[O:24])[N:22]([CH2:36][CH2:37][N:38]2[CH2:43][CH2:42][N:41]([C:44]([O:46][C:47]([CH3:48])([CH3:50])[CH3:49])=[O:45])[CH2:40][CH2:39]2)[C:15]2[N:16]=[C:17]([S:20][CH3:21])[N:18]=[CH:19][C:14]=2[CH:13]=1.